This data is from Full USPTO retrosynthesis dataset with 1.9M reactions from patents (1976-2016). The task is: Predict the reactants needed to synthesize the given product. Given the product [CH2:14]([O:16][C:17]1[C:9]([CH3:11])([CH3:10])[C:8](=[O:12])[C:18]=1[CH2:19][CH2:20][CH2:21][CH2:22][CH2:23][CH3:24])[CH3:15], predict the reactants needed to synthesize it. The reactants are: C(N(CC)CC)C.[C:8](Cl)(=[O:12])[CH:9]([CH3:11])[CH3:10].[CH2:14]([O:16][C:17]#[C:18][CH2:19][CH2:20][CH2:21][CH2:22][CH2:23][CH3:24])[CH3:15].